This data is from Forward reaction prediction with 1.9M reactions from USPTO patents (1976-2016). The task is: Predict the product of the given reaction. (1) Given the reactants [N+:1]([C:4]1[CH:12]=[C:11]2[C:7]([CH2:8][CH2:9][CH:10]2[N:13]([CH2:15][C:16]#[CH:17])[CH3:14])=[CH:6][CH:5]=1)([O-])=O.C(N(CC)CC)C, predict the reaction product. The product is: [CH3:14][N:13]([CH2:15][C:16]#[CH:17])[CH:10]1[C:11]2[C:7](=[CH:6][CH:5]=[C:4]([NH2:1])[CH:12]=2)[CH2:8][CH2:9]1. (2) Given the reactants [CH3:1][O:2][C:3]1[C:12]2[C:7](=[C:8]([O:22][CH3:23])[CH:9]=[CH:10][C:11]=2[S:13][CH2:14][CH:15](OCC)OCC)[C:6]([S:24][CH2:25][CH:26](OCC)OCC)=[CH:5][CH:4]=1.ClCCl, predict the reaction product. The product is: [CH3:1][O:2][C:3]1[C:12]2[C:11]3[S:13][CH:14]=[CH:15][C:10]=3[CH:9]=[C:8]([O:22][CH3:23])[C:7]=2[C:6]2[S:24][CH:25]=[CH:26][C:5]=2[CH:4]=1. (3) The product is: [C:1]([O:5][C:6]([N:8]1[CH2:22][CH2:21][C:12]2=[C:13]([N:24]3[CH2:27][CH2:26][C@H:25]3[CH2:28][OH:29])[N:14]3[C:18]([N:19]=[C:11]2[CH2:10][CH2:9]1)=[CH:17][CH:16]=[N:15]3)=[O:7])([CH3:4])([CH3:3])[CH3:2]. Given the reactants [C:1]([O:5][C:6]([N:8]1[CH2:22][CH2:21][C:12]2=[C:13](Cl)[N:14]3[C:18]([N:19]=[C:11]2[CH2:10][CH2:9]1)=[CH:17][CH:16]=[N:15]3)=[O:7])([CH3:4])([CH3:3])[CH3:2].Cl.[NH:24]1[CH2:27][CH2:26][C@H:25]1[CH2:28][OH:29].CCN(C(C)C)C(C)C.CCOC(C)=O, predict the reaction product.